This data is from Reaction yield outcomes from USPTO patents with 853,638 reactions. The task is: Predict the reaction yield, written as a fraction of the theoretical maximum amount of product (1.0 means a 100% yield; for example, 0.34 means a 34% yield). The reactants are [F:1][CH:2]([F:36])[O:3][C:4]1[CH:35]=[CH:34][CH:33]=[CH:32][C:5]=1[CH2:6][C:7]1[N:11]2[CH:12]=[C:13]([C:16]3[CH:17]=[N:18][C:19]([N:22]4[CH2:27][CH2:26][CH:25]([C:28]([OH:30])=O)[CH2:24][CH2:23]4)=[N:20][CH:21]=3)[CH:14]=[CH:15][C:10]2=[N:9][C:8]=1[CH3:31].Cl.[CH3:38][O:39][NH2:40].Cl.C(N=C=NCCCN(C)C)C.CCN(C(C)C)C(C)C. The catalyst is CN(C=O)C.O. The product is [F:1][CH:2]([F:36])[O:3][C:4]1[CH:35]=[CH:34][CH:33]=[CH:32][C:5]=1[CH2:6][C:7]1[N:11]2[CH:12]=[C:13]([C:16]3[CH:17]=[N:18][C:19]([N:22]4[CH2:23][CH2:24][CH:25]([C:28]([NH:40][O:39][CH3:38])=[O:30])[CH2:26][CH2:27]4)=[N:20][CH:21]=3)[CH:14]=[CH:15][C:10]2=[N:9][C:8]=1[CH3:31]. The yield is 0.0300.